This data is from Forward reaction prediction with 1.9M reactions from USPTO patents (1976-2016). The task is: Predict the product of the given reaction. (1) The product is: [Si:1]([O:8][CH2:9][C@:10]12[CH2:26][CH2:25][C:24](=[O:27])[CH2:23][C@@H:22]1[CH2:21][CH2:20][CH:19]1[CH:11]2[CH2:12][CH2:13][C@@:14]2([CH3:29])[CH:18]1[CH2:17][CH2:16][C:15]2=[O:28])([C:4]([CH3:7])([CH3:6])[CH3:5])([CH3:3])[CH3:2]. Given the reactants [Si:1]([O:8][CH2:9][C@:10]12[CH2:26][CH2:25][C@H:24]([OH:27])[CH2:23][C@@H:22]1[CH2:21][CH2:20][CH:19]1[CH:11]2[CH2:12][CH2:13][C@@:14]2([CH3:29])[CH:18]1[CH2:17][CH2:16][C:15]2=[O:28])([C:4]([CH3:7])([CH3:6])[CH3:5])([CH3:3])[CH3:2].C1C=C[NH+]=CC=1.[O-][Cr](Cl)(=O)=O, predict the reaction product. (2) The product is: [CH:1]1([N:7]([CH2:23][C:24]2[CH:29]=[CH:28][C:27]([N:30]3[CH:34]=[C:33]([C:35]([F:36])([F:37])[F:38])[CH:32]=[N:31]3)=[CH:26][C:25]=2[CH3:39])[C:8]2[CH:22]=[CH:21][C:11]([C:12]([NH:14][CH2:15][CH2:16][C:17]([OH:19])=[O:18])=[O:13])=[CH:10][N:9]=2)[CH2:6][CH2:5][CH2:4][CH2:3][CH2:2]1. Given the reactants [CH:1]1([N:7]([CH2:23][C:24]2[CH:29]=[CH:28][C:27]([N:30]3[CH:34]=[C:33]([C:35]([F:38])([F:37])[F:36])[CH:32]=[N:31]3)=[CH:26][C:25]=2[CH3:39])[C:8]2[CH:22]=[CH:21][C:11]([C:12]([NH:14][CH2:15][CH2:16][C:17]([O:19]C)=[O:18])=[O:13])=[CH:10][N:9]=2)[CH2:6][CH2:5][CH2:4][CH2:3][CH2:2]1.C(=O)=O.CC(O)C, predict the reaction product. (3) Given the reactants [C:1]12([C:7]3[O:11][N:10]=[C:9]([CH3:12])[N:8]=3)[CH2:6][CH:5]1[CH2:4][NH:3][CH2:2]2.C(=O)(O)[O-].[Na+].[Cl-].[Na+].C(O)(=O)[C@H]([C@@H](C(O)=O)O)O, predict the reaction product. The product is: [C@@:1]12([C:7]3[O:11][N:10]=[C:9]([CH3:12])[N:8]=3)[CH2:6][C@@H:5]1[CH2:4][NH:3][CH2:2]2. (4) Given the reactants C(OC(N1CCC(=C/C=C/C2C=CC=CC=2)CC1)=O)(C)(C)C.[Cl:23][C:24]1[CH:29]=[CH:28][CH:27]=[C:26](/[CH:30]=[CH:31]/[CH2:32]P(OCC)(OCC)=O)[N:25]=1.C(P(=O)(OCC)OCC)C=CC1C=CC=CC=1.[CH3:58][C:59]1[N:64]=[C:63]([N:65]2[CH2:70][CH2:69][C:68](=O)[CH2:67][CH2:66]2)[C:62]([N+:72]([O-:74])=[O:73])=[CH:61][CH:60]=1, predict the reaction product. The product is: [Cl:23][C:24]1[N:25]=[C:26](/[CH:30]=[CH:31]/[CH:32]=[C:68]2[CH2:69][CH2:70][N:65]([C:63]3[C:62]([N+:72]([O-:74])=[O:73])=[CH:61][CH:60]=[C:59]([CH3:58])[N:64]=3)[CH2:66][CH2:67]2)[CH:27]=[CH:28][CH:29]=1. (5) The product is: [F:9][C:10]1[C:15]2[CH2:16][CH2:17][O:18][C:14]=2[C:13]([C:2]2[CH:7]=[CH:6][C:5]([OH:8])=[CH:4][CH:3]=2)=[CH:12][CH:11]=1. Given the reactants Br[C:2]1[CH:7]=[CH:6][C:5]([OH:8])=[CH:4][CH:3]=1.[F:9][C:10]1[C:15]2[CH:16]=[CH:17][O:18][C:14]=2[C:13](B(O)O)=[CH:12][CH:11]=1.C(=O)([O-])[O-].[Na+].[Na+].C([O-])(=O)C.[NH4+], predict the reaction product.